Dataset: Catalyst prediction with 721,799 reactions and 888 catalyst types from USPTO. Task: Predict which catalyst facilitates the given reaction. Reactant: [Br:1][C:2]1[C:10]2[C:9]3[CH2:11][N:12]([CH2:22][C:23]([F:26])([F:25])[F:24])[C:13](=[O:21])[C@H:14]([CH2:16][C:17]([O:19]C)=[O:18])[CH2:15][C:8]=3[CH:7]=[C:6]([Br:27])[C:5]=2[NH:4][N:3]=1.O.O.[OH-].[Li+].Cl. Product: [Br:1][C:2]1[C:10]2[C:9]3[CH2:11][N:12]([CH2:22][C:23]([F:24])([F:25])[F:26])[C:13](=[O:21])[C@H:14]([CH2:16][C:17]([OH:19])=[O:18])[CH2:15][C:8]=3[CH:7]=[C:6]([Br:27])[C:5]=2[NH:4][N:3]=1. The catalyst class is: 111.